From a dataset of NCI-60 drug combinations with 297,098 pairs across 59 cell lines. Regression. Given two drug SMILES strings and cell line genomic features, predict the synergy score measuring deviation from expected non-interaction effect. (1) Drug 1: C1=C(C(=O)NC(=O)N1)F. Drug 2: CC1C(C(CC(O1)OC2CC(CC3=C2C(=C4C(=C3O)C(=O)C5=C(C4=O)C(=CC=C5)OC)O)(C(=O)CO)O)N)O.Cl. Cell line: SNB-19. Synergy scores: CSS=46.0, Synergy_ZIP=-10.5, Synergy_Bliss=-9.82, Synergy_Loewe=-5.47, Synergy_HSA=-3.64. (2) Drug 1: C1=CC(=C2C(=C1NCCNCCO)C(=O)C3=C(C=CC(=C3C2=O)O)O)NCCNCCO. Drug 2: C1=C(C(=O)NC(=O)N1)N(CCCl)CCCl. Cell line: SN12C. Synergy scores: CSS=57.6, Synergy_ZIP=-0.438, Synergy_Bliss=-0.897, Synergy_Loewe=0.612, Synergy_HSA=4.53. (3) Drug 1: CC1OCC2C(O1)C(C(C(O2)OC3C4COC(=O)C4C(C5=CC6=C(C=C35)OCO6)C7=CC(=C(C(=C7)OC)O)OC)O)O. Drug 2: CC(C1=C(C=CC(=C1Cl)F)Cl)OC2=C(N=CC(=C2)C3=CN(N=C3)C4CCNCC4)N. Cell line: SF-539. Synergy scores: CSS=9.17, Synergy_ZIP=-1.80, Synergy_Bliss=-3.23, Synergy_Loewe=-8.11, Synergy_HSA=-2.34. (4) Drug 1: C1=NNC2=C1C(=O)NC=N2. Drug 2: B(C(CC(C)C)NC(=O)C(CC1=CC=CC=C1)NC(=O)C2=NC=CN=C2)(O)O. Cell line: MALME-3M. Synergy scores: CSS=46.3, Synergy_ZIP=1.28, Synergy_Bliss=0.0542, Synergy_Loewe=-24.0, Synergy_HSA=-1.62. (5) Drug 2: CCC1=C2CN3C(=CC4=C(C3=O)COC(=O)C4(CC)O)C2=NC5=C1C=C(C=C5)O. Synergy scores: CSS=14.9, Synergy_ZIP=0.203, Synergy_Bliss=2.71, Synergy_Loewe=-34.3, Synergy_HSA=-1.31. Drug 1: CCCCCOC(=O)NC1=NC(=O)N(C=C1F)C2C(C(C(O2)C)O)O. Cell line: SF-539. (6) Synergy scores: CSS=0.0690, Synergy_ZIP=5.55, Synergy_Bliss=0.0725, Synergy_Loewe=-12.4, Synergy_HSA=-0.929. Drug 2: CCCCCOC(=O)NC1=NC(=O)N(C=C1F)C2C(C(C(O2)C)O)O. Drug 1: C1C(C(OC1N2C=NC3=C(N=C(N=C32)Cl)N)CO)O. Cell line: OVCAR-5. (7) Drug 1: C1CCC(C1)C(CC#N)N2C=C(C=N2)C3=C4C=CNC4=NC=N3. Drug 2: CCC1=C2CN3C(=CC4=C(C3=O)COC(=O)C4(CC)O)C2=NC5=C1C=C(C=C5)O. Cell line: HCC-2998. Synergy scores: CSS=27.3, Synergy_ZIP=6.75, Synergy_Bliss=3.45, Synergy_Loewe=-10.2, Synergy_HSA=-0.592. (8) Drug 1: C1=NC2=C(N1)C(=S)N=C(N2)N. Drug 2: CCC1(C2=C(COC1=O)C(=O)N3CC4=CC5=C(C=CC(=C5CN(C)C)O)N=C4C3=C2)O.Cl. Cell line: HCC-2998. Synergy scores: CSS=41.0, Synergy_ZIP=-3.93, Synergy_Bliss=-1.19, Synergy_Loewe=-6.16, Synergy_HSA=-0.337.